Task: Regression/Classification. Given a drug SMILES string, predict its toxicity properties. Task type varies by dataset: regression for continuous values (e.g., LD50, hERG inhibition percentage) or binary classification for toxic/non-toxic outcomes (e.g., AMES mutagenicity, cardiotoxicity, hepatotoxicity). Dataset: herg_karim.. Dataset: hERG potassium channel inhibition data for cardiac toxicity prediction from Karim et al. (1) The molecule is CN1CCN(CCCN2c3ccccc3Sc3ccc(Cl)cc32)CC1. The result is 1 (blocker). (2) The result is 0 (non-blocker). The molecule is O=C(O)c1ccc2c(c1)nc(Nc1cccc(Cl)c1)c1ccncc12. (3) The result is 0 (non-blocker). The compound is Cc1ncccc1C(=O)N1CCC([N+]Cc2cncn2Cc2ccc(C#N)cc2)C1=O. (4) The molecule is NC(=O)[C@@H](CCC(F)(F)F)N(Cc1ccc(-c2ncon2)cc1F)S(=O)(=O)c1ccc(Cl)cc1. The result is 0 (non-blocker). (5) The molecule is CCOC(=O)C1=C(CN2CCOCC2)NC(c2nccn2C)=NC1c1ccc(F)cc1Br. The result is 1 (blocker). (6) The compound is CC1(c2cnc3n2C[C@H](c2cccc(F)c2F)CC[C@H]3NC(=O)N2CCC3(CC2)OC(=O)Nc2ncccc23)CCCO1. The result is 1 (blocker). (7) The molecule is Fc1ccc2c([C@@H]3CNCC[C@H]3F)c(-c3ccc4ccccc4c3)[nH]c2c1. The result is 1 (blocker). (8) The drug is N#C[C@H]1CC[C@H](N2C(=O)c3ccccc3C2C(=O)NCc2ccc(OC(F)(F)F)cc2)CC1. The result is 0 (non-blocker). (9) The result is 0 (non-blocker). The molecule is CS(=O)(=O)CCN1CCC(c2ccc(NC(=O)c3ncc(C#N)[nH]3)c(C3=CCCCC3)c2)CC1.